Dataset: Catalyst prediction with 721,799 reactions and 888 catalyst types from USPTO. Task: Predict which catalyst facilitates the given reaction. (1) Product: [F:22][C:12]1[CH:13]=[C:14]([O:18][CH2:19][CH2:20][CH3:21])[C:15]([F:17])=[CH:16][C:11]=1[NH2:10]. Reactant: C(OC(=O)[NH:10][C:11]1[CH:16]=[C:15]([F:17])[C:14]([O:18][CH2:19][CH2:20][CH3:21])=[CH:13][C:12]=1[F:22])C1C=CC=CC=1. The catalyst class is: 5. (2) Reactant: [C:1]([OH:16])(=O)/[CH:2]=[CH:3]/[CH2:4][CH2:5][CH2:6][CH2:7][CH2:8][CH2:9][CH2:10][CH2:11][CH2:12][CH2:13][CH3:14].C(Cl)(=O)C([Cl:20])=O. Product: [C:1]([Cl:20])(=[O:16])/[CH:2]=[CH:3]/[CH2:4][CH2:5][CH2:6][CH2:7][CH2:8][CH2:9][CH2:10][CH2:11][CH2:12][CH2:13][CH3:14]. The catalyst class is: 4. (3) Reactant: [Br:1][C:2]1[C:3]([F:10])=[C:4]([CH:6]=[CH:7][C:8]=1[F:9])[NH2:5].N1C=CC=CC=1.[CH2:17]([S:20](Cl)(=[O:22])=[O:21])[CH2:18][CH3:19].O. Product: [Br:1][C:2]1[C:3]([F:10])=[C:4]([NH:5][S:20]([CH2:17][CH2:18][CH3:19])(=[O:22])=[O:21])[CH:6]=[CH:7][C:8]=1[F:9]. The catalyst class is: 154. (4) Reactant: [F:1][C:2]1[CH:7]=[C:6]([I:8])[CH:5]=[CH:4][C:3]=1[NH:9][C:10]1[N:11]([CH3:24])[C:12](=[O:23])[C:13]([CH3:22])=[C:14]([OH:21])[C:15]=1[C:16]([O:18][CH2:19][CH3:20])=[O:17].S(OC)(O[CH3:29])(=O)=O.C([O-])([O-])=O.[K+].[K+]. Product: [F:1][C:2]1[CH:7]=[C:6]([I:8])[CH:5]=[CH:4][C:3]=1[NH:9][C:10]1[N:11]([CH3:24])[C:12](=[O:23])[C:13]([CH3:22])=[C:14]([O:21][CH3:29])[C:15]=1[C:16]([O:18][CH2:19][CH3:20])=[O:17]. The catalyst class is: 21. (5) Reactant: [CH3:1][CH:2]([CH3:35])[CH2:3][CH2:4][N:5]1[CH2:10][CH2:9][CH:8]([N:11]([CH2:25][C:26]2[CH:31]=[CH:30][C:29]([C:32](=[S:34])[NH2:33])=[CH:28][CH:27]=2)[C:12](=[O:24])[C:13]2[CH:18]=[CH:17][C:16]([CH2:19][CH2:20][CH2:21][CH2:22][CH3:23])=[CH:15][CH:14]=2)[CH2:7][CH2:6]1.C(=O)([O-])O.[K+].Br[CH2:42][C:43](=O)[C:44]([F:47])([F:46])[F:45].N1C(C)=CC=CC=1C.C(OC(C(F)(F)F)=O)(C(F)(F)F)=O.Cl. Product: [CH3:35][CH:2]([CH3:1])[CH2:3][CH2:4][N:5]1[CH2:10][CH2:9][CH:8]([N:11]([CH2:25][C:26]2[CH:31]=[CH:30][C:29]([C:32]3[S:34][CH:42]=[C:43]([C:44]([F:47])([F:46])[F:45])[N:33]=3)=[CH:28][CH:27]=2)[C:12](=[O:24])[C:13]2[CH:18]=[CH:17][C:16]([CH2:19][CH2:20][CH2:21][CH2:22][CH3:23])=[CH:15][CH:14]=2)[CH2:7][CH2:6]1. The catalyst class is: 57. (6) Reactant: [CH3:1][O:2][C:3](=[O:35])[C:4]1[CH:32]=[C:31]([O:33][CH3:34])[CH:30]=[C:6]([C:7]([NH:9][CH:10]2[CH2:15][CH2:14][N:13]([CH2:16][C:17]3[CH:22]=[C:21]([O:23][CH2:24][CH3:25])[C:20](F)=[C:19]([O:27][CH2:28][CH3:29])[CH:18]=3)[CH2:12][CH2:11]2)=[O:8])[CH:5]=1.C(OC(=O)C1C=C(OCC)C([Cl:49])=C(OCC)C=1)C.ClC1C(OCC)=CC(CN2CCC(NC(=O)C3C=C(OC)C=C(CO)C=3)CC2)=CC=1OCC.C([BH3-])#N.[Na+].C(N(C(C)C)C(C)C)C. Product: [CH3:1][O:2][C:3](=[O:35])[C:4]1[CH:32]=[C:31]([O:33][CH3:34])[CH:30]=[C:6]([C:7]([NH:9][CH:10]2[CH2:15][CH2:14][N:13]([CH2:16][C:17]3[CH:22]=[C:21]([O:23][CH2:24][CH3:25])[C:20]([Cl:49])=[C:19]([O:27][CH2:28][CH3:29])[CH:18]=3)[CH2:12][CH2:11]2)=[O:8])[CH:5]=1. The catalyst class is: 212. (7) The catalyst class is: 6. Product: [C:1]1([C:7]2[NH:16][C:18]3[C:26]([C:9]=2[C:10]2[CH:11]=[CH:12][CH:13]=[CH:14][CH:15]=2)=[CH:25][C:21]([C:22]([OH:24])=[O:23])=[CH:20][CH:19]=3)[CH:6]=[CH:5][CH:4]=[CH:3][CH:2]=1. Reactant: [C:1]1([C:7]([CH2:9][C:10]2[CH:15]=[CH:14][CH:13]=[CH:12][CH:11]=2)=O)[CH:6]=[CH:5][CH:4]=[CH:3][CH:2]=1.[NH:16]([C:18]1[CH:26]=[CH:25][C:21]([C:22]([OH:24])=[O:23])=[CH:20][CH:19]=1)N.C(O)(=O)C.Cl.